From a dataset of Forward reaction prediction with 1.9M reactions from USPTO patents (1976-2016). Predict the product of the given reaction. (1) Given the reactants [O:1]=[C:2]1[N:6]2[CH2:7][C:8](=[O:14])[NH:9][C:10]3[CH:11]=[CH:12][CH:13]=[C:4]([C:5]=32)[N:3]1[CH2:15][C:16]([O:18][CH3:19])=[O:17].[C:20](=O)([O-])[O-].[Cs+].[Cs+].IC, predict the reaction product. The product is: [CH3:20][N:9]1[C:10]2[CH:11]=[CH:12][CH:13]=[C:4]3[N:3]([CH2:15][C:16]([O:18][CH3:19])=[O:17])[C:2](=[O:1])[N:6]([C:5]=23)[CH2:7][C:8]1=[O:14]. (2) The product is: [CH2:1]([O:8][C:9]1[CH:17]=[CH:16][C:15]2[N:14]3[CH2:31][C:30]([C:29]([O:33][CH2:34][CH3:35])=[O:32])=[C:18]([O-:20])[C:13]3=[CH:12][C:11]=2[CH:10]=1)[C:2]1[CH:3]=[CH:4][CH:5]=[CH:6][CH:7]=1.[K+:28]. Given the reactants [CH2:1]([O:8][C:9]1[CH:10]=[C:11]2[C:15](=[CH:16][CH:17]=1)[NH:14][C:13]([C:18]([O:20]CC)=O)=[CH:12]2)[C:2]1[CH:7]=[CH:6][CH:5]=[CH:4][CH:3]=1.CC(C)([O-])C.[K+:28].[C:29]([O:33][CH2:34][CH3:35])(=[O:32])[CH:30]=[CH2:31], predict the reaction product. (3) Given the reactants Br[C:2]1[CH:7]=[CH:6][C:5]([O:8][CH3:9])=[CH:4][C:3]=1[CH2:10][CH2:11][C:12]1([C:17]2[CH:22]=[CH:21][CH:20]=[CH:19][CH:18]=2)[O:16]CCO1.[Li]CCCC.[CH2:28]([O:35][C:36]1[CH:43]=[CH:42][C:39]([C:40]#N)=[CH:38][CH:37]=1)[C:29]1[CH:34]=[CH:33][CH:32]=[CH:31][CH:30]=1.CC1C=CC(S([O-])(=O)=[O:52])=CC=1.C1C=C[NH+]=CC=1, predict the reaction product. The product is: [CH2:28]([O:35][C:36]1[CH:43]=[CH:42][C:39]([C:40]([C:2]2[CH:7]=[CH:6][C:5]([O:8][CH3:9])=[CH:4][C:3]=2[CH2:10][CH2:11][C:12]([C:17]2[CH:18]=[CH:19][CH:20]=[CH:21][CH:22]=2)=[O:16])=[O:52])=[CH:38][CH:37]=1)[C:29]1[CH:34]=[CH:33][CH:32]=[CH:31][CH:30]=1. (4) Given the reactants [CH3:1][CH:2]([S:4](Cl)(=[O:6])=[O:5])[CH3:3].[N:8]1[CH:9]=[CH:10][N:11]2[CH:16]=[CH:15][C:14]([CH2:17][NH:18][C:19](=[O:31])[C:20]3[CH:25]=[CH:24][C:23]([CH:26]4[CH2:30][CH2:29][NH:28][CH2:27]4)=[CH:22][CH:21]=3)=[CH:13][C:12]=12.N1CC(C2C=CC(C(NCC3C=CN4C=CN=C4C=3)=O)=CC=2)C1, predict the reaction product. The product is: [N:8]1[CH:9]=[CH:10][N:11]2[CH:16]=[CH:15][C:14]([CH2:17][NH:18][C:19](=[O:31])[C:20]3[CH:21]=[CH:22][C:23]([CH:26]4[CH2:30][CH2:29][N:28]([S:4]([CH:2]([CH3:3])[CH3:1])(=[O:6])=[O:5])[CH2:27]4)=[CH:24][CH:25]=3)=[CH:13][C:12]=12. (5) The product is: [Cl:10][C:5]1[CH:4]=[C:3]([CH2:2][OH:12])[C:8]([I:9])=[CH:7][N:6]=1.[Cl:10][C:5]1[CH:4]=[C:3]([CH3:2])[C:8]([I:9])=[CH:7][N:6]=1. Given the reactants Br[CH2:2][C:3]1[C:8]([I:9])=[CH:7][N:6]=[C:5]([Cl:10])[CH:4]=1.C([O-])([O-])=[O:12].[Ca+2], predict the reaction product. (6) The product is: [CH2:1]([O:8][CH2:9][C@@H:10]([O:28][CH3:29])[CH2:11][CH2:12][CH:13]([C:14]1[NH:16][C:32](=[O:33])[C:31]([OH:41])=[C:30]([C:36]([O:38][CH3:39])=[O:37])[N:15]=1)[N:18]([C:19]([O:20][C:21]([CH3:24])([CH3:23])[CH3:22])=[O:25])[CH2:26][CH3:27])[C:2]1[CH:7]=[CH:6][CH:5]=[CH:4][CH:3]=1. Given the reactants [CH2:1]([O:8][CH2:9][C@@H:10]([O:28][CH3:29])[CH2:11][CH2:12][CH:13]([N:18]([CH2:26][CH3:27])[C:19](=[O:25])[O:20][C:21]([CH3:24])([CH3:23])[CH3:22])[C:14]([NH:16]O)=[NH:15])[C:2]1[CH:7]=[CH:6][CH:5]=[CH:4][CH:3]=1.[C:30]([C:36]([O:38][CH3:39])=[O:37])#[C:31][C:32](OC)=[O:33].C[OH:41], predict the reaction product. (7) Given the reactants C(O)(=O)C.[CH2:5]([O:12][C:13]1[CH:14]=[CH:15][C:16]([C:19](=O)[CH2:20][C:21](=O)[C:22]([O:24][CH2:25][CH3:26])=[O:23])=[N:17][CH:18]=1)[C:6]1[CH:11]=[CH:10][CH:9]=[CH:8][CH:7]=1.[NH:29]([C:31]1[CH:32]=[CH:33][C:34]([O:37][CH3:38])=[N:35][CH:36]=1)[NH2:30].C(=O)(O)[O-].[Na+], predict the reaction product. The product is: [CH2:5]([O:12][C:13]1[CH:14]=[CH:15][C:16]([C:19]2[N:29]([C:31]3[CH:36]=[N:35][C:34]([O:37][CH3:38])=[CH:33][CH:32]=3)[N:30]=[C:21]([C:22]([O:24][CH2:25][CH3:26])=[O:23])[CH:20]=2)=[N:17][CH:18]=1)[C:6]1[CH:11]=[CH:10][CH:9]=[CH:8][CH:7]=1. (8) The product is: [ClH:30].[CH:1]([N:4]([CH3:23])[C:5]1[CH:14]=[CH:13][C:12]2[CH2:11][NH:10][CH2:9][C@H:8]([CH3:22])[C:7]=2[N:6]=1)([CH3:3])[CH3:2]. Given the reactants [CH:1]([N:4]([CH3:23])[C:5]1[CH:14]=[CH:13][C:12]2[CH2:11][N:10](C(OC(C)(C)C)=O)[CH2:9][C@H:8]([CH3:22])[C:7]=2[N:6]=1)([CH3:3])[CH3:2].C(OCC)(=O)C.[ClH:30], predict the reaction product. (9) Given the reactants [Br:1][C:2]1[N:7]=[C:6]([CH2:8][N:9]2[C:18]3[C:13](=[CH:14][CH:15]=[CH:16][CH:17]=3)[C:12](=[O:19])[C:11]([C:20]([C:22]3[CH:23]=[N:24][C:25](Cl)=[CH:26][CH:27]=3)=[O:21])=[CH:10]2)[CH:5]=[CH:4][CH:3]=1.[N-:29]=[N+]=[N-].[Na+].C(N(CC)CC)C.Cl.C(CCP(CCC(O)=O)CCC(O)=O)(O)=O, predict the reaction product. The product is: [NH2:29][C:25]1[N:24]=[CH:23][C:22]([C:20]([C:11]2[C:12](=[O:19])[C:13]3[C:18](=[CH:17][CH:16]=[CH:15][CH:14]=3)[N:9]([CH2:8][C:6]3[CH:5]=[CH:4][CH:3]=[C:2]([Br:1])[N:7]=3)[CH:10]=2)=[O:21])=[CH:27][CH:26]=1.